From a dataset of Full USPTO retrosynthesis dataset with 1.9M reactions from patents (1976-2016). Predict the reactants needed to synthesize the given product. (1) Given the product [OH:1][C:2]1[CH:7]=[CH:6][C:5]([CH2:8][C:9]([O:11][CH2:19][CH3:20])=[O:10])=[CH:4][C:3]=1[O:12][CH3:13], predict the reactants needed to synthesize it. The reactants are: [OH:1][C:2]1[CH:7]=[CH:6][C:5]([CH2:8][C:9]([OH:11])=[O:10])=[CH:4][C:3]=1[O:12][CH3:13].S(=O)(=O)(O)O.[CH2:19](O)[CH3:20]. (2) Given the product [N:1]1[CH:2]=[CH:3][N:4]2[CH:9]=[CH:8][CH:7]=[C:6]([CH2:10][CH:11]3[C:19]4[C:14](=[CH:15][CH:16]=[CH:17][CH:18]=4)[CH:13]([OH:20])[O:12]3)[C:5]=12, predict the reactants needed to synthesize it. The reactants are: [N:1]1[CH:2]=[CH:3][N:4]2[CH:9]=[CH:8][CH:7]=[C:6]([CH2:10][CH:11]3[C:19]4[C:14](=[CH:15][CH:16]=[CH:17][CH:18]=4)[C:13](=[O:20])[O:12]3)[C:5]=12.C([BH-](CC)CC)C.[Li+]. (3) Given the product [C:1]([O:5][C:6]([C@H:7]1[C@H:19]([C:15]2[CH:16]=[CH:17][CH:18]=[C:13]([Cl:12])[C:14]=2[F:31])[C@:20]([C:23]2[CH:28]=[CH:27][C:39]([Cl:41])=[CH:25][C:24]=2[F:30])([C:21]#[N:22])[C@@H:9]([CH3:10])[NH:8]1)=[O:11])([CH3:4])([CH3:3])[CH3:2], predict the reactants needed to synthesize it. The reactants are: [C:1]([O:5][C:6](=[O:11])[CH2:7]/[N:8]=[CH:9]/[CH3:10])([CH3:4])([CH3:3])[CH3:2].[Cl:12][C:13]1[C:14]([F:31])=[C:15](/[CH:19]=[C:20](/[C:23]2[CH:28]=[CH:27]C(Cl)=[CH:25][C:24]=2[F:30])\[C:21]#[N:22])[CH:16]=[CH:17][CH:18]=1.C(N(CC)CC)C.[CH2:39]([Cl:41])Cl. (4) Given the product [CH3:3][O:4][C:5](=[O:10])[CH2:6][C:7](=[O:8])[CH2:9][CH2:11][CH3:12], predict the reactants needed to synthesize it. The reactants are: [H-].[Na+].[CH3:3][O:4][C:5](=[O:10])[CH2:6][C:7]([CH3:9])=[O:8].[CH2:11]([Li])[CH2:12]CC.ICC.Cl.